This data is from Forward reaction prediction with 1.9M reactions from USPTO patents (1976-2016). The task is: Predict the product of the given reaction. Given the reactants [C:1]([O:9]/[C:10](/[C:32]([O:34][CH3:35])=[O:33])=[CH:11]\[C:12]1[CH:17]=[CH:16][C:15]([NH:18][C:19]([O:21][C:22]([CH3:25])([CH3:24])[CH3:23])=[O:20])=[C:14]([CH3:26])[C:13]=1[CH2:27][O:28][C:29](=[O:31])[CH3:30])(=[O:8])[C:2]1[CH:7]=[CH:6][CH:5]=[CH:4][CH:3]=1.[H][H], predict the reaction product. The product is: [C:1]([O:9][C@H:10]([CH2:11][C:12]1[CH:17]=[CH:16][C:15]([NH:18][C:19]([O:21][C:22]([CH3:25])([CH3:23])[CH3:24])=[O:20])=[C:14]([CH3:26])[C:13]=1[CH2:27][O:28][C:29](=[O:31])[CH3:30])[C:32]([O:34][CH3:35])=[O:33])(=[O:8])[C:2]1[CH:7]=[CH:6][CH:5]=[CH:4][CH:3]=1.